From a dataset of Catalyst prediction with 721,799 reactions and 888 catalyst types from USPTO. Predict which catalyst facilitates the given reaction. (1) Reactant: [NH2:1][C:2]1[CH:22]=[CH:21][C:5]([O:6][C:7]2[C:12]([C:13]3[CH:18]=[CH:17][N:16]=[C:15]([NH:19][CH3:20])[N:14]=3)=[CH:11][CH:10]=[CH:9][N:8]=2)=[CH:4][CH:3]=1.[N-:23]=[C:24]=[O:25].[K+].O. Product: [CH3:20][NH:19][C:15]1[N:14]=[C:13]([C:12]2[C:7]([O:6][C:5]3[CH:21]=[CH:22][C:2]([NH:1][C:24]([NH2:23])=[O:25])=[CH:3][CH:4]=3)=[N:8][CH:9]=[CH:10][CH:11]=2)[CH:18]=[CH:17][N:16]=1. The catalyst class is: 15. (2) Reactant: [CH3:1][C:2]([NH:34]C(=O)OC(C)(C)C)([C:4]1[CH:9]=[CH:8][C:7]([C:10]2[N:14]3[C:15]4[CH:27]=[CH:26][CH:25]=[N:24][C:16]=4[NH:17][C:18]4[CH:23]=[CH:22][CH:21]=[CH:20][C:19]=4[C:13]3=[N:12][C:11]=2[C:28]2[CH:33]=[CH:32][CH:31]=[CH:30][CH:29]=2)=[CH:6][CH:5]=1)[CH3:3].[ClH:42]. Product: [ClH:42].[C:28]1([C:11]2[N:12]=[C:13]3[C:19]4[CH:20]=[CH:21][CH:22]=[CH:23][C:18]=4[NH:17][C:16]4[N:24]=[CH:25][CH:26]=[CH:27][C:15]=4[N:14]3[C:10]=2[C:7]2[CH:6]=[CH:5][C:4]([C:2]([NH2:34])([CH3:1])[CH3:3])=[CH:9][CH:8]=2)[CH:29]=[CH:30][CH:31]=[CH:32][CH:33]=1. The catalyst class is: 269. (3) Reactant: [O:1]1[CH2:6][CH2:5][N:4]([CH2:7][CH2:8][NH:9][C:10]2[C:19]([F:20])=[CH:18][CH:17]=[CH:16][C:11]=2[C:12](OC)=[O:13])[CH2:3][CH2:2]1.[H-].[H-].[H-].[H-].[Li+].[Al+3]. Product: [O:1]1[CH2:6][CH2:5][N:4]([CH2:7][CH2:8][NH:9][C:10]2[C:19]([F:20])=[CH:18][CH:17]=[CH:16][C:11]=2[CH2:12][OH:13])[CH2:3][CH2:2]1. The catalyst class is: 28. (4) Reactant: [NH:1]1[CH2:6][CH2:5][C:4](=O)[CH2:3][C:2]1=[O:8].[Br:9][C:10]1[CH:11]=[C:12]([CH:15]=[CH:16][C:17]=1[F:18])[CH:13]=O.[CH3:19][O:20][C:21](=[O:26])/[CH:22]=[C:23](\[NH2:25])/[CH3:24]. Product: [Br:9][C:10]1[CH:11]=[C:12]([CH:13]2[C:3]3[C:2](=[O:8])[NH:1][CH2:6][CH2:5][C:4]=3[NH:25][C:23]([CH3:24])=[C:22]2[C:21]([O:20][CH3:19])=[O:26])[CH:15]=[CH:16][C:17]=1[F:18]. The catalyst class is: 8. (5) Reactant: [C:1](Cl)(=[O:8])[C:2]1[CH:7]=[CH:6][CH:5]=[CH:4][CH:3]=1.[CH2:10]([OH:14])[C@H:11]([OH:13])[CH3:12].N1C(C)=CC(C)=CC=1C. Product: [C:1]([O:14][CH2:10][C@H:11]([OH:13])[CH3:12])(=[O:8])[C:2]1[CH:7]=[CH:6][CH:5]=[CH:4][CH:3]=1. The catalyst class is: 4. (6) Reactant: [CH3:1][C:2]([O:5][C:6]([NH:8][C@@H:9]([CH2:19]O)[CH2:10][CH2:11][C:12]([O:14][C:15]([CH3:18])([CH3:17])[CH3:16])=[O:13])=[O:7])([CH3:4])[CH3:3].C1(P(C2C=CC=CC=2)C2C=CC=CC=2)C=CC=CC=1.N1C=CN=C1.[I:45]I. Product: [CH3:1][C:2]([O:5][C:6]([NH:8][C@@H:9]([CH2:19][I:45])[CH2:10][CH2:11][C:12]([O:14][C:15]([CH3:18])([CH3:17])[CH3:16])=[O:13])=[O:7])([CH3:4])[CH3:3]. The catalyst class is: 2. (7) Reactant: [H-].[H-].[H-].[H-].[Li+].[Al+3].[F:7][C:8]1([F:16])[CH2:13][CH2:12][CH:11]([C:14]#[N:15])[CH2:10][CH2:9]1. Product: [F:7][C:8]1([F:16])[CH2:13][CH2:12][CH:11]([CH2:14][NH2:15])[CH2:10][CH2:9]1. The catalyst class is: 1.